From a dataset of Catalyst prediction with 721,799 reactions and 888 catalyst types from USPTO. Predict which catalyst facilitates the given reaction. (1) Reactant: F[C:2](F)(F)C(O)=O.[O:8]=[C:9]([N:28]1[CH2:33][CH2:32][C:31]([CH2:34][C:35]2[S:36][CH:37]=[CH:38][N:39]=2)=[CH:30][CH2:29]1)/[CH:10]=[CH:11]/[C:12]1[CH:13]=[C:14]2[C:24](=[N:25][CH:26]=1)[NH:23][C:22](=[O:27])[C:16]1([CH2:21][CH2:20][NH:19][CH2:18][CH2:17]1)[CH2:15]2.C=O.C(N(CC)CC)C.[BH4-].[Na+]. Product: [CH3:2][N:19]1[CH2:20][CH2:21][C:16]2([CH2:15][C:14]3[C:24](=[N:25][CH:26]=[C:12](/[CH:11]=[CH:10]/[C:9](=[O:8])[N:28]4[CH2:33][CH2:32][C:31]([CH2:34][C:35]5[S:36][CH:37]=[CH:38][N:39]=5)=[CH:30][CH2:29]4)[CH:13]=3)[NH:23][C:22]2=[O:27])[CH2:17][CH2:18]1. The catalyst class is: 5. (2) Reactant: [CH3:1][C:2]1([CH3:23])[C:10]2[C:5](=[CH:6][CH:7]=[CH:8][CH:9]=2)[N:4]([C:11]([O:13][C:14]([CH3:17])([CH3:16])[CH3:15])=[O:12])[CH:3]1[C:18]([O:20]CC)=[O:19].CO.[OH-].[Li+]. Product: [C:14]([O:13][C:11]([N:4]1[C:5]2[C:10](=[CH:9][CH:8]=[CH:7][CH:6]=2)[C:2]([CH3:23])([CH3:1])[CH:3]1[C:18]([OH:20])=[O:19])=[O:12])([CH3:17])([CH3:15])[CH3:16]. The catalyst class is: 20. (3) The catalyst class is: 19. Reactant: [N:1]([CH:4]1[CH2:8][N:7]([C:9](=[O:27])[CH2:10][CH2:11][C:12]2[CH:17]=[CH:16][C:15]([CH2:18][NH:19][C:20]([O:22][C:23]([CH3:26])([CH3:25])[CH3:24])=[O:21])=[CH:14][CH:13]=2)[C@H:6]([C:28]([O:30][CH3:31])=[O:29])[CH2:5]1)=[N+]=[N-]. Product: [NH2:1][CH:4]1[CH2:8][N:7]([C:9](=[O:27])[CH2:10][CH2:11][C:12]2[CH:13]=[CH:14][C:15]([CH2:18][NH:19][C:20]([O:22][C:23]([CH3:26])([CH3:24])[CH3:25])=[O:21])=[CH:16][CH:17]=2)[C@H:6]([C:28]([O:30][CH3:31])=[O:29])[CH2:5]1. (4) Reactant: C(O)(=O)C.[N:5]1[CH:10]=[CH:9][CH:8]=[C:7]([O:11][C:12]2[CH:19]=[CH:18][C:15]([CH:16]=O)=[CH:14][CH:13]=2)[CH:6]=1.[N+:20]([CH3:23])([O-:22])=[O:21].C([O-])(=O)C.[NH4+]. Product: [N+:20](/[CH:23]=[CH:16]/[C:15]1[CH:18]=[CH:19][C:12]([O:11][C:7]2[CH:6]=[N:5][CH:10]=[CH:9][CH:8]=2)=[CH:13][CH:14]=1)([O-:22])=[O:21]. The catalyst class is: 84. (5) Reactant: CO[C:3]([C:5]1[C:17](=[O:18])[N:16]([CH2:19][C:20]2[CH:25]=[CH:24][C:23]([F:26])=[CH:22][CH:21]=2)[N:15]2[C:7](=[CH:8][C:9]3[C:14]2=[CH:13][CH:12]=[CH:11][CH:10]=3)[C:6]=1[OH:27])=[O:4].[NH2:28][C@H:29]([C:31]([OH:33])=[O:32])[CH3:30].C[O-].[Na+]. Product: [F:26][C:23]1[CH:22]=[CH:21][C:20]([CH2:19][N:16]2[N:15]3[C:7](=[CH:8][C:9]4[C:14]3=[CH:13][CH:12]=[CH:11][CH:10]=4)[C:6]([OH:27])=[C:5]([C:3]([NH:28][C@@H:29]([CH3:30])[C:31]([OH:33])=[O:32])=[O:4])[C:17]2=[O:18])=[CH:25][CH:24]=1. The catalyst class is: 141.